From a dataset of Orexin1 receptor HTS with 218,158 compounds and 233 confirmed actives. Binary Classification. Given a drug SMILES string, predict its activity (active/inactive) in a high-throughput screening assay against a specified biological target. (1) The compound is O1CCN(CC1)c1ccc(NC(=O)c2oc3c(c2C)cccc3)cc1. The result is 1 (active). (2) The drug is O=c1n(c(N)c(NCc2ccccc2)c(=O)n1CC(=O)Nc1c(ccc(c1)C)C)CCOC. The result is 0 (inactive).